Dataset: Catalyst prediction with 721,799 reactions and 888 catalyst types from USPTO. Task: Predict which catalyst facilitates the given reaction. (1) Reactant: [OH:1][CH2:2][CH2:3][CH2:4][N:5]1[CH2:10][CH2:9][N:8]([C:11]([O:13][C:14]([CH3:17])([CH3:16])[CH3:15])=[O:12])[CH2:7][CH2:6]1.[H-].[Na+].[Cl:20][C:21]1[CH:26]=[C:25](F)[C:24]([CH3:28])=[CH:23][C:22]=1[N+:29]([O-:31])=[O:30].O. Product: [Cl:20][C:21]1[C:22]([N+:29]([O-:31])=[O:30])=[CH:23][C:24]([CH3:28])=[C:25]([CH:26]=1)[O:1][CH2:2][CH2:3][CH2:4][N:5]1[CH2:10][CH2:9][N:8]([C:11]([O:13][C:14]([CH3:17])([CH3:16])[CH3:15])=[O:12])[CH2:7][CH2:6]1. The catalyst class is: 1. (2) Reactant: C([O:8][C:9]1[CH:10]=[C:11]([CH:14]=[CH:15][C:16]=1[O:17]CC1C=CC=CC=1)[CH2:12][NH2:13])C1C=CC=CC=1.[C:25](Cl)(=[O:31])[CH2:26][CH2:27][C:28](Cl)=[O:29]. Product: [OH:8][C:9]1[CH:10]=[C:11]([CH:14]=[CH:15][C:16]=1[OH:17])[CH2:12][NH:13][C:25](=[O:31])[CH2:26][CH2:27][C:28]([NH:13][CH2:12][C:11]1[CH:14]=[CH:15][C:16]([OH:17])=[C:9]([OH:8])[CH:10]=1)=[O:29]. The catalyst class is: 529. (3) Reactant: N1C=CC=N1.[OH-].[Na+].Cl[C:9]1[N:13]2[N:14]=[C:15](Cl)[CH:16]=[CH:17][C:12]2=[N:11][N:10]=1.O. Product: [N:11]1[N:10]=[CH:9][N:13]2[C:12]=1[CH:17]=[CH:16][CH:15]=[N:14]2. The catalyst class is: 57. (4) Reactant: [F:1][C:2]([F:29])([F:28])[C:3]1[CH:4]=[CH:5][C:6]([O:9][C:10]2[CH:11]=[C:12]([CH:16]=[C:17]3[CH2:22][CH2:21][CH:20]([C:23]([O:25]CC)=[O:24])[CH2:19][CH2:18]3)[CH:13]=[CH:14][CH:15]=2)=[N:7][CH:8]=1.[OH-].[Na+]. Product: [F:29][C:2]([F:1])([F:28])[C:3]1[CH:4]=[CH:5][C:6]([O:9][C:10]2[CH:11]=[C:12]([CH:16]=[C:17]3[CH2:22][CH2:21][CH:20]([C:23]([OH:25])=[O:24])[CH2:19][CH2:18]3)[CH:13]=[CH:14][CH:15]=2)=[N:7][CH:8]=1. The catalyst class is: 40. (5) The catalyst class is: 6. Product: [OH:18][C@@H:17]([CH2:21][OH:20])[CH2:16][O:15][C:11]1[CH:10]=[CH:9][CH:14]=[CH:13][C:12]=1[CH:48]=[O:49]. Reactant: NC1N(C2C=CC(F)=CC=2)C(C2C=NC=CC=2)=CC=1C([C:9]1[CH:14]=[CH:13][CH:12]=[C:11]([O:15][CH2:16][C@H:17]2[CH2:21][O:20]C(C)(C)[O:18]2)[CH:10]=1)=O.C1(C)C=CC(S(O)(=O)=O)=CC=1.[CH3:48][OH:49]. (6) Reactant: [CH:1](=O)[C:2]1[CH:7]=[CH:6][CH:5]=[CH:4][CH:3]=1.[NH2:9][C:10]1[CH:15]=[CH:14][CH:13]=[CH:12][CH:11]=1.C(O[BH-](OC(=O)C)OC(=O)C)(=O)C.[Na+]. Product: [CH2:1]([NH:9][C:10]1[CH:15]=[CH:14][CH:13]=[CH:12][CH:11]=1)[C:2]1[CH:7]=[CH:6][CH:5]=[CH:4][CH:3]=1. The catalyst class is: 4.